Dataset: Full USPTO retrosynthesis dataset with 1.9M reactions from patents (1976-2016). Task: Predict the reactants needed to synthesize the given product. (1) Given the product [NH2:1][S:2]([CH2:5][CH2:6][CH2:7][CH2:8][N:10]([CH3:44])[CH2:11][CH2:12][N:13]([CH3:43])[C@@H:14]1[CH2:21][N:20]2[C:22]3[CH:23]=[C:24]([C:35]([O:37][CH3:38])=[O:36])[CH:25]=[CH:26][C:27]=3[C:28]([CH:29]3[CH2:34][CH2:33][CH2:32][CH2:31][CH2:30]3)=[C:19]2[C:18]2[CH:39]=[CH:40][CH:41]=[CH:42][C:17]=2[O:16][CH2:15]1)(=[O:3])=[O:4], predict the reactants needed to synthesize it. The reactants are: [NH2:1][S:2]([CH2:5][CH2:6][CH2:7][C:8]([N:10]([CH3:44])[CH2:11][CH2:12][N:13]([CH3:43])[C@@H:14]1[CH2:21][N:20]2[C:22]3[CH:23]=[C:24]([C:35]([O:37][CH3:38])=[O:36])[CH:25]=[CH:26][C:27]=3[C:28]([CH:29]3[CH2:34][CH2:33][CH2:32][CH2:31][CH2:30]3)=[C:19]2[C:18]2[CH:39]=[CH:40][CH:41]=[CH:42][C:17]=2[O:16][CH2:15]1)=O)(=[O:4])=[O:3].CSC. (2) Given the product [C:34]([OH:33])(=[O:17])/[CH:35]=[CH:41]/[C:39]([OH:38])=[O:40].[N:1]1([C:31]([O:33][CH2:34][CH3:35])=[O:32])[C:10]2[C:5](=[CH:6][C:7]3[CH2:15][CH2:14][NH:13][CH2:12][CH2:11][C:8]=3[CH:9]=2)[CH2:4][CH2:3][CH2:2]1.[CH2:37]([O:38][C:39]([N:1]1[C:10]2[C:5](=[CH:6][C:7]3[CH2:15][CH2:14][NH:13][CH2:12][CH2:11][C:8]=3[CH:9]=2)[CH2:4][CH2:3][CH2:2]1)=[O:40])[CH3:36], predict the reactants needed to synthesize it. The reactants are: [NH:1]1[C:10]2[C:5](=[CH:6][C:7]3[CH2:15][CH2:14][N:13](C(OC(C)(C)C)=[O:17])[CH2:12][CH2:11][C:8]=3[CH:9]=2)[CH2:4][CH2:3][CH2:2]1.C(N(CC)CC)C.Cl[C:31]([O:33][CH2:34][CH3:35])=[O:32].[CH3:36][CH2:37][O:38][C:39]([CH3:41])=[O:40]. (3) Given the product [Br:18][C:15]1[CH:14]=[N:13][N:12]([CH2:11][C:5]2([O:4][CH2:1][CH:2]=[O:27])[CH2:10][CH2:9][CH2:8][CH2:7][CH2:6]2)[C:16]=1[CH3:17], predict the reactants needed to synthesize it. The reactants are: [CH2:1]([O:4][C:5]1([CH2:11][N:12]2[C:16]([CH3:17])=[C:15]([Br:18])[CH:14]=[N:13]2)[CH2:10][CH2:9][CH2:8][CH2:7][CH2:6]1)[CH:2]=C.N1C(C)=CC=CC=1C.[OH2:27].ClCCl.